From a dataset of Reaction yield outcomes from USPTO patents with 853,638 reactions. Predict the reaction yield, written as a fraction of the theoretical maximum amount of product (1.0 means a 100% yield; for example, 0.34 means a 34% yield). (1) The reactants are [Si:1]([O:8][CH:9]1[CH2:12][N:11]([C:13]([C:15]2[S:23][C:22]3[C:17](=[N:18][CH:19]=[CH:20][C:21]=3Cl)[CH:16]=2)=[O:14])[CH2:10]1)([C:4]([CH3:7])([CH3:6])[CH3:5])([CH3:3])[CH3:2].[F:25][C:26]1[CH:31]=[C:30]([N+:32]([O-:34])=[O:33])[CH:29]=[CH:28][C:27]=1[OH:35].C([O-])([O-])=O.[K+].[K+].O(C1C=CC=CC=1)C1C=CC=CC=1. The catalyst is C(Cl)Cl. The product is [Si:1]([O:8][CH:9]1[CH2:12][N:11]([C:13]([C:15]2[S:23][C:22]3[C:17](=[N:18][CH:19]=[CH:20][C:21]=3[O:35][C:27]3[CH:28]=[CH:29][C:30]([N+:32]([O-:34])=[O:33])=[CH:31][C:26]=3[F:25])[CH:16]=2)=[O:14])[CH2:10]1)([C:4]([CH3:7])([CH3:6])[CH3:5])([CH3:3])[CH3:2]. The yield is 0.340. (2) The catalyst is O1CCCC1. The yield is 0.360. The reactants are [NH2:1][C:2]1[CH:27]=[CH:26][C:5]([O:6][C:7]2[CH:12]=[CH:11][N:10]=[C:9]([NH:13][C:14]([N:16]3[CH2:21][CH2:20][CH:19]([CH2:22][N:23]([CH3:25])[CH3:24])[CH2:18][CH2:17]3)=[O:15])[CH:8]=2)=[CH:4][CH:3]=1.[F:28][C:29]1[CH:34]=[CH:33][C:32]([CH2:35][C:36]([N:38]=[C:39]=[O:40])=[O:37])=[CH:31][CH:30]=1. The product is [CH3:25][N:23]([CH2:22][CH:19]1[CH2:20][CH2:21][N:16]([C:14]([NH:13][C:9]2[CH:8]=[C:7]([O:6][C:5]3[CH:26]=[CH:27][C:2]([NH:1][C:39]([NH:38][C:36](=[O:37])[CH2:35][C:32]4[CH:33]=[CH:34][C:29]([F:28])=[CH:30][CH:31]=4)=[O:40])=[CH:3][CH:4]=3)[CH:12]=[CH:11][N:10]=2)=[O:15])[CH2:17][CH2:18]1)[CH3:24].